From a dataset of Catalyst prediction with 721,799 reactions and 888 catalyst types from USPTO. Predict which catalyst facilitates the given reaction. (1) Reactant: [C:1]1([S:7]([N:10]2[C:14]3=[N:15][CH:16]=[C:17]([O:19][CH3:20])[CH:18]=[C:13]3[C:12](I)=[CH:11]2)(=[O:9])=[O:8])[CH:6]=[CH:5][CH:4]=[CH:3][CH:2]=1.C([Mg]Cl)(C)C.[C:27]([O:31][C:32](=[O:54])[N:33]([C:45]1[CH:50]=[CH:49][C:48]([CH:51]=[O:52])=[C:47]([F:53])[N:46]=1)[CH2:34][C:35]1[CH:36]=[N:37][C:38]([C:41]([F:44])([F:43])[F:42])=[CH:39][CH:40]=1)([CH3:30])([CH3:29])[CH3:28].[Cl-].[NH4+]. Product: [C:27]([O:31][C:32](=[O:54])[N:33]([C:45]1[CH:50]=[CH:49][C:48]([CH:51]([C:12]2[C:13]3[C:14](=[N:15][CH:16]=[C:17]([O:19][CH3:20])[CH:18]=3)[N:10]([S:7]([C:1]3[CH:6]=[CH:5][CH:4]=[CH:3][CH:2]=3)(=[O:9])=[O:8])[CH:11]=2)[OH:52])=[C:47]([F:53])[N:46]=1)[CH2:34][C:35]1[CH:36]=[N:37][C:38]([C:41]([F:43])([F:42])[F:44])=[CH:39][CH:40]=1)([CH3:30])([CH3:28])[CH3:29]. The catalyst class is: 7. (2) The catalyst class is: 2. Product: [NH2:20][C:11]1[N:10]=[C:9]([NH:8][C@H:3]2[CH2:4][CH2:5][CH2:6][CH2:7][C@H:2]2[NH:1][C:29]([NH:28][C:26]([O:25][C:21]([CH3:24])([CH3:23])[CH3:22])=[O:27])=[N:30][C:31]([O:33][C:34]([CH3:37])([CH3:36])[CH3:35])=[O:32])[C:18]2[C:13](=[CH:14][CH:15]=[C:16]([CH3:19])[CH:17]=2)[N:12]=1. Reactant: [NH2:1][C@@H:2]1[CH2:7][CH2:6][CH2:5][CH2:4][C@@H:3]1[NH:8][C:9]1[C:18]2[C:13](=[CH:14][CH:15]=[C:16]([CH3:19])[CH:17]=2)[N:12]=[C:11]([NH2:20])[N:10]=1.[C:21]([O:25][C:26]([NH:28][C:29](N1C=CC=N1)=[N:30][C:31]([O:33][C:34]([CH3:37])([CH3:36])[CH3:35])=[O:32])=[O:27])([CH3:24])([CH3:23])[CH3:22].O. (3) Reactant: [C:1]1([C:26]2[CH:31]=[CH:30][CH:29]=[CH:28][CH:27]=2)[CH:6]=[CH:5][C:4]([NH:7][C:8]2[CH:13]=[N:12][CH:11]=[C:10]3[S:14][C:15]([C:17]4[N:21]=[C:20](C(Cl)(Cl)Cl)[O:19][N:18]=4)=[CH:16][C:9]=23)=[CH:3][CH:2]=1.[NH3:32]. Product: [NH2:32][C:20]1[O:19][N:18]=[C:17]([C:15]2[S:14][C:10]3=[CH:11][N:12]=[CH:13][C:8]([NH:7][C:4]4[CH:3]=[CH:2][C:1]([C:26]5[CH:27]=[CH:28][CH:29]=[CH:30][CH:31]=5)=[CH:6][CH:5]=4)=[C:9]3[CH:16]=2)[N:21]=1. The catalyst class is: 8.